From a dataset of Full USPTO retrosynthesis dataset with 1.9M reactions from patents (1976-2016). Predict the reactants needed to synthesize the given product. Given the product [C:2]([C:7]1[O:11][C:10]([CH2:12][N:13]2[CH:17]=[CH:16][C:15]([NH:18][C:27]([C:25]3[N:26]=[C:22]([CH:19]([CH3:21])[CH3:20])[O:23][C:24]=3[C:30]3[CH:31]=[CH:32][CH:33]=[CH:34][CH:35]=3)=[O:28])=[N:14]2)=[CH:9][CH:8]=1)(=[O:6])[CH3:1], predict the reactants needed to synthesize it. The reactants are: [CH3:1][C:2]1([C:7]2[O:11][C:10]([CH2:12][N:13]3[CH:17]=[CH:16][C:15]([NH2:18])=[N:14]3)=[CH:9][CH:8]=2)[O:6]CCO1.[CH:19]([C:22]1[O:23][C:24]([C:30]2[CH:35]=[CH:34][CH:33]=[CH:32][CH:31]=2)=[C:25]([C:27](O)=[O:28])[N:26]=1)([CH3:21])[CH3:20].